Task: Predict the reactants needed to synthesize the given product.. Dataset: Full USPTO retrosynthesis dataset with 1.9M reactions from patents (1976-2016) (1) Given the product [CH3:15][O:16][C:17](=[O:27])[C:18]1[CH:23]=[C:22]([O:24][CH3:25])[CH:21]=[CH:20][C:19]=1[NH:13][C:12]1[N:8]([C:3]2[CH:4]=[CH:5][CH:6]=[CH:7][C:2]=2[Cl:1])[N:9]=[C:10]([CH3:14])[CH:11]=1, predict the reactants needed to synthesize it. The reactants are: [Cl:1][C:2]1[CH:7]=[CH:6][CH:5]=[CH:4][C:3]=1[N:8]1[C:12]([NH2:13])=[CH:11][C:10]([CH3:14])=[N:9]1.[CH3:15][O:16][C:17](=[O:27])[C:18]1[CH:23]=[C:22]([O:24][CH3:25])[CH:21]=[CH:20][C:19]=1Br.P([O-])([O-])([O-])=O.[K+].[K+].[K+]. (2) The reactants are: [S:1]1[CH:5]=[CH:4][CH:3]=[C:2]1[C:6](Cl)=[O:7].[F:9][C:10]1[CH:11]=[C:12]2[C:17](=[CH:18][CH:19]=1)[N:16]([CH3:20])[C:15](=[O:21])[C:14]([C:22]#[N:23])=[C:13]2[N:24]1[CH2:29][CH2:28][NH:27][CH2:26][CH2:25]1. Given the product [F:9][C:10]1[CH:11]=[C:12]2[C:17](=[CH:18][CH:19]=1)[N:16]([CH3:20])[C:15](=[O:21])[C:14]([C:22]#[N:23])=[C:13]2[N:24]1[CH2:25][CH2:26][N:27]([C:6]([C:2]2[S:1][CH:5]=[CH:4][CH:3]=2)=[O:7])[CH2:28][CH2:29]1, predict the reactants needed to synthesize it. (3) Given the product [NH2:32][C:33](=[N:77][C:78](=[O:85])[C:79]1[CH:80]=[CH:81][CH:82]=[CH:83][CH:84]=1)[C:34]1[CH:39]=[CH:38][C:37]([NH:40][CH:41]([C:42]2[N:43]=[C:44]([O:53][CH2:54][O:55][C:56](=[O:63])[C:57]([CH3:62])([CH3:61])[CH2:58][O:59][CH3:60])[N:45]([C:47]3[N:52]=[CH:51][CH:50]=[CH:49][N:48]=3)[N:46]=2)[C:64]2[C:65]([F:76])=[C:66]([CH:67]=[C:68]([O:70][CH3:71])[CH:69]=2)[O:72][CH2:73][CH2:74][O:15][C:14]([C:11]2[CH:12]=[CH:13][N:8]=[CH:9][CH:10]=2)=[O:16])=[CH:36][CH:35]=1, predict the reactants needed to synthesize it. The reactants are: C(N(CC)CC)C.[N:8]1[CH:13]=[CH:12][C:11]([C:14]([OH:16])=[O:15])=[CH:10][CH:9]=1.CN(C(F)=[N+](C)C)C.F[P-](F)(F)(F)(F)F.[NH2:32][C:33](=[N:77][C:78](=[O:85])[C:79]1[CH:84]=[CH:83][CH:82]=[CH:81][CH:80]=1)[C:34]1[CH:39]=[CH:38][C:37]([NH:40][CH:41]([C:64]2[CH:69]=[C:68]([O:70][CH3:71])[CH:67]=[C:66]([O:72][CH2:73][CH2:74]O)[C:65]=2[F:76])[C:42]2[N:43]=[C:44]([O:53][CH2:54][O:55][C:56](=[O:63])[C:57]([CH3:62])([CH3:61])[CH2:58][O:59][CH3:60])[N:45]([C:47]3[N:52]=[CH:51][CH:50]=[CH:49][N:48]=3)[N:46]=2)=[CH:36][CH:35]=1. (4) The reactants are: [NH:1]1[C:5]2[CH:6]=[CH:7][C:8]([N:10]3[CH:14]([C:15]4[CH:20]=[CH:19][C:18]([N:21]5[CH2:26][CH2:25][O:24][CH2:23][CH2:22]5)=[CH:17][CH:16]=4)[C:13](O)=[CH:12][C:11]3=[O:28])=[CH:9][C:4]=2[N:3]=[CH:2]1.[CH3:29][N:30]1[CH2:35][CH2:34][NH:33][CH2:32][CH2:31]1. Given the product [NH:1]1[C:5]2[CH:6]=[CH:7][C:8]([N:10]3[CH:14]([C:15]4[CH:16]=[CH:17][C:18]([N:21]5[CH2:26][CH2:25][O:24][CH2:23][CH2:22]5)=[CH:19][CH:20]=4)[C:13]([N:33]4[CH2:34][CH2:35][N:30]([CH3:29])[CH2:31][CH2:32]4)=[CH:12][C:11]3=[O:28])=[CH:9][C:4]=2[N:3]=[CH:2]1, predict the reactants needed to synthesize it. (5) Given the product [CH2:1]([S:3][CH2:26][CH2:25][CH2:24][O:23][C:17]1[CH:16]=[C:15]2[C:20]([CH:11]=[N:12][CH:13]=[N:14]2)=[CH:19][C:18]=1[O:21][CH3:22])[CH3:2], predict the reactants needed to synthesize it. The reactants are: [CH2:1]([S-:3])[CH3:2].[Na+].ClC1C=CC(N[C:11]2[C:20]3[C:15](=[CH:16][C:17]([O:23][CH2:24][CH2:25][CH2:26]Cl)=[C:18]([O:21][CH3:22])[CH:19]=3)[N:14]=[CH:13][N:12]=2)=C(F)C=1.